From a dataset of Reaction yield outcomes from USPTO patents with 853,638 reactions. Predict the reaction yield, written as a fraction of the theoretical maximum amount of product (1.0 means a 100% yield; for example, 0.34 means a 34% yield). (1) The reactants are [O:1]1[CH:5]=[CH:4][C:3]([N:6](CC2C=CC(OC)=CC=2)[S:7]([C:10]2[CH:11]=[C:12]3[C:17](=[CH:18][CH:19]=2)[N:16]([C:20]2[C:25]([OH:26])=[CH:24][C:23]([C:27]4[CH:32]=[C:31]([F:33])[CH:30]=[C:29]([F:34])[CH:28]=4)=[C:22]([F:35])[CH:21]=2)[C:15](=[O:36])[CH:14]=[CH:13]3)(=[O:9])=[O:8])=[N:2]1.C(=O)([O-])[O-].[K+].[K+].Br[CH:53]([CH3:56])[C:54]#[N:55].O. The catalyst is CN(C=O)C. The product is [C:54]([CH:53]([O:26][C:25]1[C:20]([N:16]2[C:17]3[C:12](=[CH:11][C:10]([S:7]([NH:6][C:3]4[CH:4]=[CH:5][O:1][N:2]=4)(=[O:8])=[O:9])=[CH:19][CH:18]=3)[CH:13]=[CH:14][C:15]2=[O:36])=[CH:21][C:22]([F:35])=[C:23]([C:27]2[CH:32]=[C:31]([F:33])[CH:30]=[C:29]([F:34])[CH:28]=2)[CH:24]=1)[CH3:56])#[N:55]. The yield is 1.00. (2) The reactants are [C:1]([O:5][C:6](=[O:23])[NH:7][C@H:8]1[CH2:13][CH2:12][C@@H:11]([NH:14][C:15]2[CH:20]=[C:19]([CH3:21])[N:18]=[C:17](Cl)[N:16]=2)[CH2:10][CH2:9]1)([CH3:4])([CH3:3])[CH3:2].[CH3:24][NH:25][CH3:26].CCN(C(C)C)C(C)C. The catalyst is CC(O)C. The product is [C:1]([O:5][C:6](=[O:23])[NH:7][C@H:8]1[CH2:13][CH2:12][C@@H:11]([NH:14][C:15]2[CH:20]=[C:19]([CH3:21])[N:18]=[C:17]([N:25]([CH3:26])[CH3:24])[N:16]=2)[CH2:10][CH2:9]1)([CH3:4])([CH3:3])[CH3:2]. The yield is 0.430. (3) The reactants are [C:1]([C:3]1[CH:11]=[C:10]2[C:6]([CH:7]=[CH:8][NH:9]2)=[CH:5][CH:4]=1)#N.[PH2]([O-])=[O:13].[Na+].N1C=CC=CC=1. The catalyst is O.C(O)(=O)C.[Ni]. The product is [NH:9]1[C:10]2[C:6](=[CH:5][CH:4]=[C:3]([CH:1]=[O:13])[CH:11]=2)[CH:7]=[CH:8]1. The yield is 0.890. (4) The reactants are [NH2:1][C:2]1[C:3]2[C:10](I)=[CH:9][N:8]([C@@H:12]3[CH2:16][CH2:15][N:14]([C:17]([O:19][C:20]([CH3:23])([CH3:22])[CH3:21])=[O:18])[CH2:13]3)[C:4]=2[N:5]=[CH:6][N:7]=1.[O:24]([C:31]1[CH:36]=[CH:35][C:34](B(O)O)=[CH:33][CH:32]=1)[C:25]1[CH:30]=[CH:29][CH:28]=[CH:27][CH:26]=1.C([O-])([O-])=O.[Na+].[Na+]. The catalyst is COCCOC.O.C(Cl)Cl.C1C=CC(P(C2C=CC=CC=2)[C-]2C=CC=C2)=CC=1.C1C=CC(P(C2C=CC=CC=2)[C-]2C=CC=C2)=CC=1.Cl[Pd]Cl.[Fe+2]. The product is [C:20]([O:19][C:17]([N:14]1[CH2:15][CH2:16][C@@H:12]([N:8]2[C:4]3[N:5]=[CH:6][N:7]=[C:2]([NH2:1])[C:3]=3[C:10]([C:34]3[CH:35]=[CH:36][C:31]([O:24][C:25]4[CH:30]=[CH:29][CH:28]=[CH:27][CH:26]=4)=[CH:32][CH:33]=3)=[CH:9]2)[CH2:13]1)=[O:18])([CH3:23])([CH3:22])[CH3:21]. The yield is 0.600. (5) The reactants are CC(C[AlH]CC(C)C)C.[F:10][C:11]([F:32])([F:31])[O:12][C:13]1[CH:18]=[CH:17][C:16]([C:19]2[CH:24]=[CH:23][C:22](/[CH:25]=[CH:26]/[C:27](OC)=[O:28])=[CH:21][CH:20]=2)=[CH:15][CH:14]=1. The catalyst is C1(C)C=CC=CC=1.C(Cl)Cl. The product is [F:10][C:11]([F:31])([F:32])[O:12][C:13]1[CH:14]=[CH:15][C:16]([C:19]2[CH:24]=[CH:23][C:22](/[CH:25]=[CH:26]/[CH2:27][OH:28])=[CH:21][CH:20]=2)=[CH:17][CH:18]=1. The yield is 0.540.